From a dataset of Peptide-MHC class I binding affinity with 185,985 pairs from IEDB/IMGT. Regression. Given a peptide amino acid sequence and an MHC pseudo amino acid sequence, predict their binding affinity value. This is MHC class I binding data. (1) The peptide sequence is FTTTLFLHL. The MHC is Mamu-A01 with pseudo-sequence Mamu-A01. The binding affinity (normalized) is 0.653. (2) The peptide sequence is EPRVQLVPL. The MHC is HLA-A29:02 with pseudo-sequence HLA-A29:02. The binding affinity (normalized) is 0.539. (3) The peptide sequence is RAVEPGTVL. The MHC is HLA-B57:01 with pseudo-sequence HLA-B57:01. The binding affinity (normalized) is 0.336. (4) The MHC is HLA-C06:02 with pseudo-sequence HLA-C06:02. The peptide sequence is FAMTVPLLI. The binding affinity (normalized) is 0.699. (5) The peptide sequence is NIFLRFIPDK. The MHC is HLA-A31:01 with pseudo-sequence HLA-A31:01. The binding affinity (normalized) is 0.149.